From a dataset of Peptide-MHC class II binding affinity with 134,281 pairs from IEDB. Regression. Given a peptide amino acid sequence and an MHC pseudo amino acid sequence, predict their binding affinity value. This is MHC class II binding data. (1) The peptide sequence is LSEFGKAKGSRAIWY. The MHC is DRB1_0901 with pseudo-sequence DRB1_0901. The binding affinity (normalized) is 0.738. (2) The peptide sequence is EKPGNRNPYENLLYK. The MHC is DRB1_0405 with pseudo-sequence DRB1_0405. The binding affinity (normalized) is 0.572.